From a dataset of Forward reaction prediction with 1.9M reactions from USPTO patents (1976-2016). Predict the product of the given reaction. (1) Given the reactants C(O)C.C(OC(=O)[NH:10][C:11]1[CH:16]=[CH:15][CH:14]=[C:13]([CH:17]([S:26]([C:29]2[CH:34]=[CH:33][C:32]([Cl:35])=[CH:31][CH:30]=2)(=[O:28])=[O:27])[C:18]2[CH:23]=[C:22]([F:24])[CH:21]=[CH:20][C:19]=2[F:25])[N:12]=1)(C)(C)C.Cl, predict the reaction product. The product is: [Cl:35][C:32]1[CH:33]=[CH:34][C:29]([S:26]([CH:17]([C:18]2[CH:23]=[C:22]([F:24])[CH:21]=[CH:20][C:19]=2[F:25])[C:13]2[N:12]=[C:11]([NH2:10])[CH:16]=[CH:15][CH:14]=2)(=[O:28])=[O:27])=[CH:30][CH:31]=1. (2) Given the reactants O.C(=O)([O-])[O-].[K+].[K+].[CH:8]([C:11]1[N:16]=[C:15]([N:17]2[CH2:22][CH2:21][NH:20][CH2:19][CH2:18]2)[CH:14]=[CH:13][CH:12]=1)([CH3:10])[CH3:9].Cl[CH2:24][CH2:25][CH2:26][CH2:27][O:28][C:29]1[CH:30]=[CH:31][C:32]2[CH2:38][CH2:37][NH:36][C:35](=[O:39])[NH:34][C:33]=2[CH:40]=1, predict the reaction product. The product is: [CH:8]([C:11]1[N:16]=[C:15]([N:17]2[CH2:22][CH2:21][N:20]([CH2:24][CH2:25][CH2:26][CH2:27][O:28][C:29]3[CH:30]=[CH:31][C:32]4[CH2:38][CH2:37][NH:36][C:35](=[O:39])[NH:34][C:33]=4[CH:40]=3)[CH2:19][CH2:18]2)[CH:14]=[CH:13][CH:12]=1)([CH3:10])[CH3:9]. (3) Given the reactants [NH2:1][C:2]1[C:11]2[CH:10]=[CH:9][C:8]([F:12])=[C:7](I)[C:6]=2[N:5]=[C:4]2[CH2:14][N:15]([CH2:18][CH2:19][CH3:20])[C:16](=[O:17])[C:3]=12.[F:21][C:22]1[CH:27]=[CH:26][CH:25]=[C:24]([O:28][CH3:29])[C:23]=1B(O)O, predict the reaction product. The product is: [NH2:1][C:2]1[C:11]2[CH:10]=[CH:9][C:8]([F:12])=[C:7]([C:23]3[C:24]([O:28][CH3:29])=[CH:25][CH:26]=[CH:27][C:22]=3[F:21])[C:6]=2[N:5]=[C:4]2[CH2:14][N:15]([CH2:18][CH2:19][CH3:20])[C:16](=[O:17])[C:3]=12. (4) Given the reactants O.[ClH:2].O[N:4]=[C:5]([C:10](=[O:12])[CH3:11])[C:6]([O:8][CH3:9])=[O:7], predict the reaction product. The product is: [ClH:2].[NH2:4][CH:5]([C:10](=[O:12])[CH3:11])[C:6]([O:8][CH3:9])=[O:7]. (5) Given the reactants [CH3:1][NH:2][CH2:3][CH2:4][OH:5].CO[C:8]([C:10]1[C:14]([NH:15][C:16]([C:18]2[C:23]([NH:24][C:25]3[CH:26]=[N:27][CH:28]=[N:29][CH:30]=3)=[CH:22][CH:21]=[C:20]([CH:31]3[CH2:33][CH2:32]3)[N:19]=2)=[O:17])=[CH:13][N:12]([CH3:34])[N:11]=1)=[O:9], predict the reaction product. The product is: [OH:5][CH2:4][CH2:3][N:2]([CH3:1])[C:8]([C:10]1[C:14]([NH:15][C:16]([C:18]2[C:23]([NH:24][C:25]3[CH:26]=[N:27][CH:28]=[N:29][CH:30]=3)=[CH:22][CH:21]=[C:20]([CH:31]3[CH2:32][CH2:33]3)[N:19]=2)=[O:17])=[CH:13][N:12]([CH3:34])[N:11]=1)=[O:9]. (6) Given the reactants [CH3:1][O:2][CH2:3][CH2:4][O:5][C:6]1[CH:11]=[CH:10][C:9](/[CH:12]=[CH:13]/[C:14]([NH:16][S:17]([CH2:20][CH2:21][CH2:22][CH2:23][CH3:24])(=[O:19])=[O:18])=[O:15])=[C:8]([O:25][CH2:26][C:27]2[N:28]=[C:29]([C:33]3[CH:38]=[CH:37][CH:36]=[CH:35][CH:34]=3)[O:30][C:31]=2[CH3:32])[CH:7]=1, predict the reaction product. The product is: [CH3:1][O:2][CH2:3][CH2:4][O:5][C:6]1[CH:11]=[CH:10][C:9]([CH2:12][CH2:13][C:14]([NH:16][S:17]([CH2:20][CH2:21][CH2:22][CH2:23][CH3:24])(=[O:18])=[O:19])=[O:15])=[C:8]([O:25][CH2:26][C:27]2[N:28]=[C:29]([C:33]3[CH:34]=[CH:35][CH:36]=[CH:37][CH:38]=3)[O:30][C:31]=2[CH3:32])[CH:7]=1. (7) The product is: [Br:1][C:2]1[CH:7]=[CH:6][C:5]2[C:4]([CH:3]=1)=[N:13][O:15][C:8]=2[C:9]([OH:11])=[O:10]. Given the reactants [Br:1][C:2]1[CH:7]=[CH:6][C:5]([CH2:8][C:9]([O:11]C)=[O:10])=[C:4]([N+:13]([O-:15])=O)[CH:3]=1.OS(O)(=O)=O, predict the reaction product.